This data is from Forward reaction prediction with 1.9M reactions from USPTO patents (1976-2016). The task is: Predict the product of the given reaction. (1) Given the reactants [F:1][C:2]1[CH:3]=[C:4]2[C:8](=[CH:9][CH:10]=1)[NH:7][C:6](=[O:11])[CH2:5]2.[CH3:12][C:13]1[C:17]([S:18]([N:21]2[CH2:26][CH2:25][CH:24]([N:27]3[CH2:32][CH2:31][O:30][CH2:29][CH2:28]3)[CH2:23][CH2:22]2)(=[O:20])=[O:19])=[C:16]([CH3:33])[NH:15][C:14]=1[CH:34]=O, predict the reaction product. The product is: [CH3:12][C:13]1[C:17]([S:18]([N:21]2[CH2:26][CH2:25][CH:24]([N:27]3[CH2:32][CH2:31][O:30][CH2:29][CH2:28]3)[CH2:23][CH2:22]2)(=[O:20])=[O:19])=[C:16]([CH3:33])[NH:15][C:14]=1/[CH:34]=[C:5]1\[C:6](=[O:11])[NH:7][C:8]2[C:4]\1=[CH:3][C:2]([F:1])=[CH:10][CH:9]=2. (2) Given the reactants Cl.[CH:2]1([CH2:5][C:6]2[CH:12]=[C:11]([CH3:13])[C:9]([NH2:10])=[C:8]([CH3:14])[CH:7]=2)[CH2:4][CH2:3]1.C(N(C(C)C)CC)(C)C.Cl[C:25](Cl)([O:27]C(=O)OC(Cl)(Cl)Cl)Cl, predict the reaction product. The product is: [CH:2]1([CH2:5][C:6]2[CH:12]=[C:11]([CH3:13])[C:9]([N:10]=[C:25]=[O:27])=[C:8]([CH3:14])[CH:7]=2)[CH2:3][CH2:4]1. (3) Given the reactants Br[C:2]1([C:31]2[CH:36]=[CH:35][C:34]([OH:37])=[CH:33][CH:32]=2)[C:6]([C:7]2[CH:12]=[CH:11][CH:10]=[CH:9][CH:8]=2)=[C:5]([C:13]2[CH:18]=[CH:17][CH:16]=[CH:15][CH:14]=2)[C:4]([C:19]2[CH:24]=[CH:23][CH:22]=[CH:21][CH:20]=2)=[C:3]1[C:25]1[CH:30]=[CH:29][CH:28]=[CH:27][CH:26]=1.[Li+].[AlH4-].Cl, predict the reaction product. The product is: [C:7]1([C:6]2[CH:2]([C:31]3[CH:36]=[CH:35][C:34]([OH:37])=[CH:33][CH:32]=3)[C:3]([C:25]3[CH:30]=[CH:29][CH:28]=[CH:27][CH:26]=3)=[C:4]([C:19]3[CH:24]=[CH:23][CH:22]=[CH:21][CH:20]=3)[C:5]=2[C:13]2[CH:18]=[CH:17][CH:16]=[CH:15][CH:14]=2)[CH:8]=[CH:9][CH:10]=[CH:11][CH:12]=1. (4) Given the reactants Cl.[NH2:2][C:3]1[CH:4]=[CH:5][C:6]([CH2:9][CH2:10][N:11]2[C:16]3[N:17]=[C:18]([NH:21][CH3:22])[N:19]=[CH:20][C:15]=3[CH:14]=[C:13]([C:23]3[C:28]([Cl:29])=[C:27]([O:30][CH3:31])[CH:26]=[C:25]([O:32][CH3:33])[C:24]=3[Cl:34])[C:12]2=[O:35])=[N:7][CH:8]=1.[C:36](O)(=[O:39])[CH:37]=[CH2:38].CN(C(ON1N=NC2C=CC=NC1=2)=[N+](C)C)C.F[P-](F)(F)(F)(F)F, predict the reaction product. The product is: [Cl:29][C:28]1[C:27]([O:30][CH3:31])=[CH:26][C:25]([O:32][CH3:33])=[C:24]([Cl:34])[C:23]=1[C:13]1[C:12](=[O:35])[N:11]([CH2:10][CH2:9][C:6]2[N:7]=[CH:8][C:3]([NH:2][C:36](=[O:39])[CH:37]=[CH2:38])=[CH:4][CH:5]=2)[C:16]2[N:17]=[C:18]([NH:21][CH3:22])[N:19]=[CH:20][C:15]=2[CH:14]=1. (5) Given the reactants [NH2:1][C@@H:2]([CH2:9][C:10]1[CH:15]=[C:14]([F:16])[CH:13]=[C:12]([F:17])[CH:11]=1)[C:3]([N:5]([O:7][CH3:8])[CH3:6])=[O:4].C([O-])([O-])=O.[K+].[K+].[CH2:24](Br)[C:25]1[CH:30]=[CH:29][CH:28]=[CH:27][CH:26]=1, predict the reaction product. The product is: [CH2:24]([N:1]([CH2:9][C:10]1[CH:15]=[CH:14][CH:13]=[CH:12][CH:11]=1)[C@@H:2]([CH2:9][C:10]1[CH:11]=[C:12]([F:17])[CH:13]=[C:14]([F:16])[CH:15]=1)[C:3]([N:5]([O:7][CH3:8])[CH3:6])=[O:4])[C:25]1[CH:30]=[CH:29][CH:28]=[CH:27][CH:26]=1. (6) Given the reactants [C:1]([O:5][C:6]([C:8]1[CH:13]=[C:12]([O:14][C:15]2[CH:16]=[C:17]([CH2:21][CH2:22][C:23]([OH:25])=[O:24])[CH:18]=[CH:19][CH:20]=2)[CH:11]=[CH:10][N:9]=1)=[O:7])([CH3:4])([CH3:3])[CH3:2].Cl[C:27]1C=CN=C(C(OC(C)(C)C)=O)C=1.C[Si](C=[N+]=[N-])(C)C.CCCCCC, predict the reaction product. The product is: [CH3:27][O:24][C:23](=[O:25])[CH2:22][CH2:21][C:17]1[CH:16]=[C:15]([CH:20]=[CH:19][CH:18]=1)[O:14][C:12]1[CH:11]=[CH:10][N:9]=[C:8]([C:6]([O:5][C:1]([CH3:4])([CH3:2])[CH3:3])=[O:7])[CH:13]=1. (7) Given the reactants C([Li])CCC.[CH2:6]([CH:8]([C:11]1[N:16]2[N:17]=[C:18]([CH3:25])[C:19]([C:20]3[S:24][CH:23]=[N:22][CH:21]=3)=[C:15]2[N:14]=[C:13]([CH3:26])[CH:12]=1)[CH2:9][CH3:10])[CH3:7].[CH3:27][O:28][CH2:29]I.[Cl-].[NH4+], predict the reaction product. The product is: [CH2:6]([CH:8]([C:11]1[N:16]2[N:17]=[C:18]([CH3:25])[C:19]([C:20]3[S:24][C:23]([CH2:27][O:28][CH3:29])=[N:22][CH:21]=3)=[C:15]2[N:14]=[C:13]([CH3:26])[CH:12]=1)[CH2:9][CH3:10])[CH3:7].